Dataset: Forward reaction prediction with 1.9M reactions from USPTO patents (1976-2016). Task: Predict the product of the given reaction. Given the reactants [N:1]1([C:8]2[N:13]3[CH:14]=[C:15]([CH2:17][N:18]([CH3:29])[CH:19]4[C:28]5[N:27]=[CH:26][CH:25]=[CH:24][C:23]=5[CH2:22][CH2:21][CH2:20]4)[N:16]=[C:12]3[CH:11]=[CH:10][CH:9]=2)[CH2:7][CH2:6][CH2:5][NH:4][CH2:3][CH2:2]1.[CH2:30]=O, predict the reaction product. The product is: [CH3:29][N:18]([CH2:17][C:15]1[N:16]=[C:12]2[CH:11]=[CH:10][CH:9]=[C:8]([N:1]3[CH2:7][CH2:6][CH2:5][N:4]([CH3:30])[CH2:3][CH2:2]3)[N:13]2[CH:14]=1)[CH:19]1[C:28]2[N:27]=[CH:26][CH:25]=[CH:24][C:23]=2[CH2:22][CH2:21][CH2:20]1.